This data is from Reaction yield outcomes from USPTO patents with 853,638 reactions. The task is: Predict the reaction yield, written as a fraction of the theoretical maximum amount of product (1.0 means a 100% yield; for example, 0.34 means a 34% yield). The reactants are [CH2:1]([O:3][CH:4]=[CH:5][C:6]([OH:8])=[O:7])[CH3:2].[OH-].[Na+:10]. The catalyst is O. The product is [CH2:1]([O:3][CH:4]=[CH:5][C:6]([O-:8])=[O:7])[CH3:2].[Na+:10]. The yield is 0.971.